This data is from Forward reaction prediction with 1.9M reactions from USPTO patents (1976-2016). The task is: Predict the product of the given reaction. (1) Given the reactants [Cl:1][C:2]1[C:3]2[N:10]([CH3:11])[C:9]([Cl:12])=[CH:8][C:4]=2[N:5]=[CH:6][N:7]=1.[S:13]1[C:17]2[CH:18]=[CH:19][CH:20]=[C:21]([O:22][C:23]3[CH:29]=[CH:28][C:26]([NH2:27])=[CH:25][C:24]=3[Cl:30])[C:16]=2[CH:15]=[N:14]1.Cl.C(OCC)(=O)C, predict the reaction product. The product is: [ClH:1].[S:13]1[C:17]2[CH:18]=[CH:19][CH:20]=[C:21]([O:22][C:23]3[CH:29]=[CH:28][C:26]([NH:27][C:2]4[C:3]5[N:10]([CH3:11])[C:9]([Cl:12])=[CH:8][C:4]=5[N:5]=[CH:6][N:7]=4)=[CH:25][C:24]=3[Cl:30])[C:16]=2[CH:15]=[N:14]1. (2) Given the reactants [CH3:1][O:2][C:3]1[CH:4]=[C:5]([C:11]2[O:15][N:14]=[CH:13][C:12]=2[C:16](OCC)=[O:17])[CH:6]=[CH:7][C:8]=1[O:9][CH3:10].[H-].C([Al+]CC(C)C)C(C)C.Cl, predict the reaction product. The product is: [CH3:1][O:2][C:3]1[CH:4]=[C:5]([C:11]2[O:15][N:14]=[CH:13][C:12]=2[CH2:16][OH:17])[CH:6]=[CH:7][C:8]=1[O:9][CH3:10]. (3) Given the reactants Br[CH2:2][C:3]([C:5]1[CH:10]=[CH:9][CH:8]=[CH:7][CH:6]=1)=[O:4].[NH:11]1[CH2:16][CH2:15][CH:14]([NH:17][C:18](=[O:24])[O:19][C:20]([CH3:23])([CH3:22])[CH3:21])[CH2:13][CH2:12]1.CCN(C(C)C)C(C)C.[OH-].[Na+], predict the reaction product. The product is: [C:20]([O:19][C:18](=[O:24])[NH:17][CH:14]1[CH2:15][CH2:16][N:11]([CH2:2][C:3](=[O:4])[C:5]2[CH:10]=[CH:9][CH:8]=[CH:7][CH:6]=2)[CH2:12][CH2:13]1)([CH3:23])([CH3:21])[CH3:22]. (4) Given the reactants N(C(OCC)=O)=NC(OCC)=O.[OH:13][C:14]1[CH:15]=[C:16]([CH:19]=[CH:20][CH:21]=1)[CH:17]=[O:18].[CH2:22]([O:29][C:30](=[O:36])[NH:31][CH2:32][CH2:33][CH2:34]O)[C:23]1[CH:28]=[CH:27][CH:26]=[CH:25][CH:24]=1.C1(P(C2C=CC=CC=2)C2C=CC=CC=2)C=CC=CC=1, predict the reaction product. The product is: [CH2:22]([O:29][C:30](=[O:36])[NH:31][CH2:32][CH2:33][CH2:34][O:13][C:14]1[CH:21]=[CH:20][CH:19]=[C:16]([CH:17]=[O:18])[CH:15]=1)[C:23]1[CH:28]=[CH:27][CH:26]=[CH:25][CH:24]=1. (5) The product is: [Cl:11][C:9]1[CH:8]=[CH:7][C:6]([O:12][CH2:15][CH2:16][CH2:17][N:18]([CH3:20])[CH3:19])=[C:5]([NH2:4])[CH:10]=1. Given the reactants C[O-].[Na+].[NH2:4][C:5]1[CH:10]=[C:9]([Cl:11])[CH:8]=[CH:7][C:6]=1[OH:12].Cl.Cl[CH2:15][CH2:16][CH2:17][N:18]([CH3:20])[CH3:19], predict the reaction product. (6) Given the reactants [Cl:1][C:2]1[CH:16]=[C:15]([Cl:17])[CH:14]=[C:13]([CH:18]=O)[C:3]=1[O:4][CH2:5][C:6]([O:8][C:9]([CH3:12])([CH3:11])[CH3:10])=[O:7].[NH2:20][C:21]1[CH:30]=[CH:29][C:24]([C:25]([NH:27][OH:28])=[NH:26])=[CH:23][CH:22]=1.C([N+]#[C-])C1C=CC=CC=1, predict the reaction product. The product is: [C:9]([O:8][C:6]([CH2:5][O:4][C:3]1[C:2]([Cl:1])=[CH:16][C:15]([Cl:17])=[CH:14][C:13]=1[CH:18]([NH:20][C:21]1[CH:30]=[CH:29][C:24]([C:25](=[NH:26])[NH:27][OH:28])=[CH:23][CH:22]=1)[C:6]([O:8][CH3:9])=[O:7])=[O:7])([CH3:10])([CH3:11])[CH3:12]. (7) Given the reactants [Cl:1][C:2]1[CH:32]=[CH:31][C:5]([CH2:6][CH2:7][NH:8][C:9]([C:11]2[CH:30]=[CH:29][C:14]([O:15][C:16]3[CH:21]=[CH:20][C:19]([CH2:22][C:23]([O:25]C)=[O:24])=[CH:18][C:17]=3[O:27][CH3:28])=[CH:13][CH:12]=2)=[O:10])=[CH:4][CH:3]=1.[OH-].[Na+], predict the reaction product. The product is: [Cl:1][C:2]1[CH:3]=[CH:4][C:5]([CH2:6][CH2:7][NH:8][C:9]([C:11]2[CH:12]=[CH:13][C:14]([O:15][C:16]3[CH:21]=[CH:20][C:19]([CH2:22][C:23]([OH:25])=[O:24])=[CH:18][C:17]=3[O:27][CH3:28])=[CH:29][CH:30]=2)=[O:10])=[CH:31][CH:32]=1. (8) Given the reactants [CH3:1][CH:2]([O:4][C:5]1[CH:6]=[CH:7][C:8]([CH:11]=[O:12])=[N:9][CH:10]=1)[CH3:3].[CH3:13][Mg]Br.Cl, predict the reaction product. The product is: [CH3:3][CH:2]([O:4][C:5]1[CH:6]=[CH:7][C:8]([CH:11]([OH:12])[CH3:13])=[N:9][CH:10]=1)[CH3:1]. (9) Given the reactants [C:1](=[S:3])=S.[NH2:4][C:5]1[CH:6]=[C:7]([C:14]([OH:16])=[O:15])[CH:8]=[C:9]([CH:13]=1)[C:10]([OH:12])=[O:11].C(N(CC)CC)C.II.Cl.S([O-])([O-])=O.[Na+].[Na+], predict the reaction product. The product is: [N:4]([C:5]1[CH:6]=[C:7]([C:14]([OH:16])=[O:15])[CH:8]=[C:9]([CH:13]=1)[C:10]([OH:12])=[O:11])=[C:1]=[S:3]. (10) Given the reactants [C:1]([O-:4])([O-])=O.[Cs+].[Cs+].[I:7][C:8]1[CH:13]=[CH:12][C:11]([C:14]2[C:18]3[CH2:19][N:20]([C:23](=[O:25])[CH3:24])[CH2:21][CH2:22][C:17]=3[NH:16][N:15]=2)=[CH:10][CH:9]=1.[CH2:26]([CH:28]1[O:30][CH2:29]1)Cl.[CH3:31][N:32]([CH:34]=O)[CH3:33], predict the reaction product. The product is: [OH:30][CH:28]([CH2:29][N:20]1[CH2:21][CH2:33][N:32]([C:34]2[CH:10]=[CH:9][CH:8]=[CH:13][C:1]=2[OH:4])[CH2:31][CH2:19]1)[CH2:26][N:16]1[C:17]2[CH2:22][CH2:21][N:20]([C:23](=[O:25])[CH3:24])[CH2:19][C:18]=2[C:14]([C:11]2[CH:10]=[CH:9][C:8]([I:7])=[CH:13][CH:12]=2)=[N:15]1.